From a dataset of Catalyst prediction with 721,799 reactions and 888 catalyst types from USPTO. Predict which catalyst facilitates the given reaction. (1) Reactant: [C:1]([O:5][C:6](=[O:14])[NH:7][C:8]1[C:9]([CH3:13])=[N:10][S:11][CH:12]=1)([CH3:4])([CH3:3])[CH3:2].[Li+].CC([N-]C(C)C)C.[C:23](=[O:25])=[O:24]. Product: [C:1]([O:5][C:6]([NH:7][C:8]1[C:9]([CH3:13])=[N:10][S:11][C:12]=1[C:23]([OH:25])=[O:24])=[O:14])([CH3:4])([CH3:3])[CH3:2]. The catalyst class is: 1. (2) Reactant: [Br:1][C:2]1[CH:3]=[C:4]([CH:8]=[O:9])[S:5][C:6]=1[Cl:7].[CH2:10](O)[CH2:11][OH:12]. Product: [Br:1][C:2]1[CH:3]=[C:4]([CH:8]2[O:12][CH2:11][CH2:10][O:9]2)[S:5][C:6]=1[Cl:7]. The catalyst class is: 743. (3) Reactant: [CH2:1]([O:3][C:4]([C:6]1([C:9]2[CH:14]=[CH:13][C:12]([C:15]3[CH:20]=[CH:19][C:18]([C:21]4[S:22][C:23]([Cl:29])=[CH:24][C:25]=4C(=O)N)=[CH:17][C:16]=3[O:30][CH3:31])=[CH:11][CH:10]=2)[CH2:8][CH2:7]1)=[O:5])[CH3:2].[Cl:32][C:33]1[CH:38]=[CH:37][CH:36]=[CH:35][C:34]=1[C@H:39]([OH:41])[CH3:40].[N:42]1[CH:47]=CC=CC=1.FC(F)(F)C(OI(C1C=CC=CC=1)OC(=O)C(F)(F)F)=[O:51]. The catalyst class is: 11. Product: [CH2:1]([O:3][C:4]([C:6]1([C:9]2[CH:14]=[CH:13][C:12]([C:15]3[CH:20]=[CH:19][C:18]([C:21]4[S:22][C:23]([Cl:29])=[CH:24][C:25]=4[NH:42][C:47]([O:41][C@@H:39]([C:34]4[CH:35]=[CH:36][CH:37]=[CH:38][C:33]=4[Cl:32])[CH3:40])=[O:51])=[CH:17][C:16]=3[O:30][CH3:31])=[CH:11][CH:10]=2)[CH2:8][CH2:7]1)=[O:5])[CH3:2]. (4) Reactant: [CH2:1]([N:5]1[C:9]2[CH:10]=[CH:11][C:12]([C:14](OC)=[O:15])=[CH:13][C:8]=2[N:7]=[CH:6]1)[CH2:2][CH:3]=[CH2:4].[H-].[Al+3].[Li+].[H-].[H-].[H-].O.[OH-].[Na+]. Product: [CH2:1]([N:5]1[C:9]2[CH:10]=[CH:11][C:12]([CH2:14][OH:15])=[CH:13][C:8]=2[N:7]=[CH:6]1)[CH2:2][CH:3]=[CH2:4]. The catalyst class is: 1. (5) Reactant: [CH2:1]([C:3]1[C:7]([CH:8]=[O:9])=[CH:6][N:5]([C:10]2[CH:15]=[CH:14][CH:13]=[C:12]([O:16][CH3:17])[CH:11]=2)[N:4]=1)[CH3:2].[CH:18]1([Mg]Br)[CH2:23][CH2:22][CH2:21][CH2:20][CH2:19]1. Product: [CH:18]1([CH:8]([C:7]2[C:3]([CH2:1][CH3:2])=[N:4][N:5]([C:10]3[CH:15]=[CH:14][CH:13]=[C:12]([O:16][CH3:17])[CH:11]=3)[CH:6]=2)[OH:9])[CH2:23][CH2:22][CH2:21][CH2:20][CH2:19]1. The catalyst class is: 7. (6) Reactant: [CH:1](I)([CH3:3])[CH3:2].C(=O)([O-])[O-].[Cs+].[Cs+].[CH2:11]([N:18]1[CH2:23][CH2:22][CH:21]([NH:24][C:25]2[CH:33]=[CH:32][C:28]([C:29]([NH2:31])=[O:30])=[C:27]([OH:34])[CH:26]=2)[CH2:20][CH2:19]1)[C:12]1[CH:17]=[CH:16][CH:15]=[CH:14][CH:13]=1.O. Product: [CH2:11]([N:18]1[CH2:23][CH2:22][CH:21]([NH:24][C:25]2[CH:33]=[CH:32][C:28]([C:29]([NH2:31])=[O:30])=[C:27]([O:34][CH:1]([CH3:3])[CH3:2])[CH:26]=2)[CH2:20][CH2:19]1)[C:12]1[CH:13]=[CH:14][CH:15]=[CH:16][CH:17]=1. The catalyst class is: 9. (7) Reactant: [CH3:1][O:2][C:3]1[CH:4]=[C:5]([NH:13][C:14]2[N:15]=[CH:16][C:17]3[CH:22]=[CH:21][N:20]([C:23]4[CH:24]=[C:25]([CH:29]=[CH:30][CH:31]=4)[C:26](Cl)=[O:27])[C:18]=3[N:19]=2)[CH:6]=[C:7]([O:11][CH3:12])[C:8]=1[O:9][CH3:10].[CH3:32][NH2:33]. Product: [CH3:32][NH:33][C:26](=[O:27])[C:25]1[CH:29]=[CH:30][CH:31]=[C:23]([N:20]2[C:18]3[N:19]=[C:14]([NH:13][C:5]4[CH:4]=[C:3]([O:2][CH3:1])[C:8]([O:9][CH3:10])=[C:7]([O:11][CH3:12])[CH:6]=4)[N:15]=[CH:16][C:17]=3[CH:22]=[CH:21]2)[CH:24]=1. The catalyst class is: 4.